From a dataset of Forward reaction prediction with 1.9M reactions from USPTO patents (1976-2016). Predict the product of the given reaction. (1) Given the reactants Br[C:2]1[CH:27]=[CH:26][C:5]2[C:6]3[N:7]([CH:11]=[C:12]([C:14]4[N:18]([C:19]5[CH:24]=[CH:23][CH:22]=[CH:21][C:20]=5[Cl:25])[N:17]=[CH:16][N:15]=4)[N:13]=3)[CH2:8][CH2:9][O:10][C:4]=2[CH:3]=1.[Cl:28][C:29]1[CH:34]=[CH:33][C:32](B(O)O)=[CH:31][CH:30]=1.C([O-])([O-])=O.[Cs+].[Cs+], predict the reaction product. The product is: [Cl:28][C:29]1[CH:34]=[CH:33][C:32]([C:2]2[CH:27]=[CH:26][C:5]3[C:6]4[N:7]([CH:11]=[C:12]([C:14]5[N:18]([C:19]6[CH:24]=[CH:23][CH:22]=[CH:21][C:20]=6[Cl:25])[N:17]=[CH:16][N:15]=5)[N:13]=4)[CH2:8][CH2:9][O:10][C:4]=3[CH:3]=2)=[CH:31][CH:30]=1. (2) The product is: [F:1][CH2:2][O:3][C:4]1[CH:33]=[CH:32][C:7]2[CH2:8][CH2:9][CH2:10][CH:11]([NH:13][CH2:14][C@H:15]([OH:24])[CH2:16][O:17][C:18]3[CH:23]=[CH:22][CH:21]=[CH:20][CH:19]=3)[CH2:12][C:6]=2[CH:5]=1. Given the reactants [F:1][CH2:2][O:3][C:4]1[CH:33]=[CH:32][C:7]2[CH2:8][CH2:9][CH2:10][CH:11]([N:13](C(OC(C)(C)C)=O)[CH2:14][C@H:15]([OH:24])[CH2:16][O:17][C:18]3[CH:23]=[CH:22][CH:21]=[CH:20][CH:19]=3)[CH2:12][C:6]=2[CH:5]=1.Cl.C(=O)([O-])O.[Na+], predict the reaction product. (3) Given the reactants [Cl:1][C:2]1[CH:3]=[C:4]([OH:9])[CH:5]=[CH:6][C:7]=1[F:8].F[C:11]1[CH:18]=[CH:17][C:16]([CH:19]=[O:20])=[CH:15][C:12]=1[C:13]#[N:14], predict the reaction product. The product is: [Cl:1][C:2]1[CH:3]=[C:4]([CH:5]=[CH:6][C:7]=1[F:8])[O:9][C:11]1[CH:18]=[CH:17][C:16]([CH:19]=[O:20])=[CH:15][C:12]=1[C:13]#[N:14]. (4) Given the reactants [N+:1]([C:4]1[CH:5]=[C:6]([CH:8]=[CH:9][CH:10]=1)[NH2:7])([O-])=O.[C:11]1([N:17]=[C:18]=[O:19])[CH:16]=[CH:15][CH:14]=[CH:13][CH:12]=1, predict the reaction product. The product is: [NH2:7][C:6]1[CH:5]=[C:4]([NH:1][C:18]([NH:17][C:11]2[CH:16]=[CH:15][CH:14]=[CH:13][CH:12]=2)=[O:19])[CH:10]=[CH:9][CH:8]=1. (5) Given the reactants O.[OH-].[Li+].C[O:5][C:6](=[O:38])/[C:7](/[NH:17][C:18](=[O:37])[C:19]1[CH:24]=[CH:23][C:22]([C:25]([NH:27][CH2:28][C:29]2[CH:34]=[CH:33][CH:32]=[C:31]([OH:35])[CH:30]=2)=[O:26])=[CH:21][C:20]=1[Cl:36])=[CH:8]/[C:9]1[S:13][C:12]([CH2:14][CH3:15])=[N:11][C:10]=1[CH3:16].Cl, predict the reaction product. The product is: [Cl:36][C:20]1[CH:21]=[C:22]([C:25]([NH:27][CH2:28][C:29]2[CH:34]=[CH:33][CH:32]=[C:31]([OH:35])[CH:30]=2)=[O:26])[CH:23]=[CH:24][C:19]=1[C:18]([NH:17]/[C:7](=[CH:8]\[C:9]1[S:13][C:12]([CH2:14][CH3:15])=[N:11][C:10]=1[CH3:16])/[C:6]([OH:38])=[O:5])=[O:37]. (6) Given the reactants [NH:1]1[C:9]2[C:4](=[N:5][CH:6]=[CH:7][CH:8]=2)[C:3]([NH2:10])=[CH:2]1.Cl[CH2:12]/[C:13](=[N:18]\[OH:19])/[CH2:14][CH2:15][CH2:16]Cl, predict the reaction product. The product is: [NH:1]1[C:9]2[C:4](=[N:5][CH:6]=[CH:7][CH:8]=2)[C:3]([N:10]2[CH2:16][CH2:15][CH2:14]/[C:13](=[N:18]/[OH:19])/[CH2:12]2)=[CH:2]1. (7) Given the reactants Cl.[CH3:2][O:3][C:4]1[CH:9]=[CH:8][C:7]([NH:10][NH2:11])=[CH:6][CH:5]=1.C(N(CC)CC)C.[OH:19][C:20]1([C:30]#[C:31][C:32]([C:34]2[CH:35]=[N:36][C:37]([CH3:40])=[CH:38][CH:39]=2)=O)[CH2:29][CH2:28][C:23]2([O:27][CH2:26][CH2:25][O:24]2)[CH2:22][CH2:21]1, predict the reaction product. The product is: [CH3:2][O:3][C:4]1[CH:9]=[CH:8][C:7]([N:10]2[C:32]([C:34]3[CH:35]=[N:36][C:37]([CH3:40])=[CH:38][CH:39]=3)=[CH:31][C:30]([C:20]3([OH:19])[CH2:21][CH2:22][C:23]4([O:27][CH2:26][CH2:25][O:24]4)[CH2:28][CH2:29]3)=[N:11]2)=[CH:6][CH:5]=1.